From a dataset of Drug-target binding data from BindingDB using IC50 measurements. Regression. Given a target protein amino acid sequence and a drug SMILES string, predict the binding affinity score between them. We predict pIC50 (pIC50 = -log10(IC50 in M); higher means more potent). Dataset: bindingdb_ic50. The pIC50 is 4.4. The target protein sequence is MMLNKKVVALCTLTLHLFCIFLCLGKEVRSEENGKIQDDAKKIVSELRFLEKVEDVIEKSNIGGNEVDADENSFNPDTEVPIEEIEEIKMRELKDVKEEKNKNDNHNNNNNNNNISSSSSSSSNTFGEEKEEVSKKKKKLRLIVSENHATTPSFFQESLLEPDVLSFLESKGNLSNLKNINSMIIELKEDTTDDELISYIKILEEKGALIESDKLVSADNIDISGIKDAIRRGEENIDVNDYKSMLEVENDAEDYDKMFGMFNESHAATSKRKRHSTNERGYDTFSSPSYKTYSKSDYLYDDDNNNNNYYYSHSSNGHNSSSRNSSSSRSRPGKYHFNDEFRNLQWGLDLSRLDETQELINEHQVMSTRICVIDSGIDYNHPDLKDNIELNLKELHGRKGFDDDNNGIVDDIYGANFVNNSGNPMDDNYHGTHVSGIISAIGNNNIGVVGVDVNSKLIICKALDEHKLGRLGDMFKCLDYCISRNAHMINGSFSFDEYSG.... The small molecule is CC[C@H](C)[C@H](NC(=O)[C@H](CCCCN)NC(C)=O)C(=O)N[C@H](C(=O)N[C@@H](C)C(=O)NC(C)C(=O)C(=O)NCCC(N)=O)[C@@H](C)O.Cl.